From a dataset of Reaction yield outcomes from USPTO patents with 853,638 reactions. Predict the reaction yield, written as a fraction of the theoretical maximum amount of product (1.0 means a 100% yield; for example, 0.34 means a 34% yield). (1) The reactants are [O:1]=[C:2]1[CH2:6][CH2:5][CH2:4][N:3]1[CH2:7][C:8]([O:10]C)=O.[NH2:12][NH2:13]. The catalyst is C(O)C. The product is [NH2:12][NH:13][C:8](=[O:10])[CH2:7][N:3]1[CH2:4][CH2:5][CH2:6][C:2]1=[O:1]. The yield is 1.00. (2) The yield is 0.876. The reactants are [NH2:1][C:2]1[CH:10]=[N:9][CH:8]=[CH:7][C:3]=1[C:4]([OH:6])=O.C(O)(=O)C.[CH:15](N)=[NH:16].C(=O)(O)[O-].[Na+]. The catalyst is CC(N(C)C)=O. The product is [N:1]1[C:2]2[CH:10]=[N:9][CH:8]=[CH:7][C:3]=2[C:4]([OH:6])=[N:16][CH:15]=1. (3) The reactants are [CH3:1][O:2][C:3]1[C:8]([C:9]2[N:13]3[N:14]=[C:15]([NH:18][C@@H:19]4[CH2:24][CH2:23][CH2:22][N:21](C(OC(C)(C)C)=O)[CH2:20]4)[CH:16]=[CH:17][C:12]3=[N:11][CH:10]=2)=[CH:7][CH:6]=[CH:5][N:4]=1.Cl. The catalyst is CO.C(=O)([O-])O.[Na+]. The product is [CH3:1][O:2][C:3]1[C:8]([C:9]2[N:13]3[N:14]=[C:15]([NH:18][C@@H:19]4[CH2:24][CH2:23][CH2:22][NH:21][CH2:20]4)[CH:16]=[CH:17][C:12]3=[N:11][CH:10]=2)=[CH:7][CH:6]=[CH:5][N:4]=1. The yield is 0.980. (4) The reactants are [CH3:1][CH:2]([CH3:11])[CH2:3][CH2:4][CH2:5][CH2:6][CH2:7][CH2:8][CH2:9][OH:10].[OH:12][C:13]1[CH:18]=[CH:17][C:16]([CH2:19][CH2:20][C:21](O)=[O:22])=[CH:15][C:14]=1[O:24][CH3:25].S([O-])([O-])(=O)=O.[Mg+2]. The catalyst is C1(C)C=CC=CC=1. The product is [OH:12][C:13]1[CH:18]=[CH:17][C:16]([CH2:19][CH2:20][C:21]([O:10][CH2:9][CH2:8][CH2:7][CH2:6][CH2:5][CH2:4][CH2:3][CH:2]([CH3:11])[CH3:1])=[O:22])=[CH:15][C:14]=1[O:24][CH3:25]. The yield is 0.762. (5) The reactants are [F:1][C:2]1[CH:7]=[CH:6][C:5]([C:8]2[CH:9]=[C:10]3[C:16]([C:17]4[CH:18]=[N:19][N:20]([CH2:22][C:23]5[CH:28]=[CH:27][CH:26]=[C:25]([F:29])[CH:24]=5)[CH:21]=4)=[CH:15][N:14](S(C4C=CC(C)=CC=4)(=O)=O)[C:11]3=[N:12][CH:13]=2)=[CH:4][C:3]=1[NH:40][S:41]([CH3:44])(=[O:43])=[O:42].[OH-].[Li+]. The catalyst is C1COCC1.CO.O. The product is [F:1][C:2]1[CH:7]=[CH:6][C:5]([C:8]2[CH:9]=[C:10]3[C:16]([C:17]4[CH:18]=[N:19][N:20]([CH2:22][C:23]5[CH:28]=[CH:27][CH:26]=[C:25]([F:29])[CH:24]=5)[CH:21]=4)=[CH:15][NH:14][C:11]3=[N:12][CH:13]=2)=[CH:4][C:3]=1[NH:40][S:41]([CH3:44])(=[O:42])=[O:43]. The yield is 0.488. (6) The reactants are [C:1]([O:5][C:6]([N:8]1[C@@H:13]([C@@H:14]([OH:36])[C@@H:15]([NH:32][C:33](=[O:35])[CH3:34])[CH2:16][C:17]2[CH:22]=[C:21]([F:23])[CH:20]=[C:19]([O:24]CC3C=CC=CC=3)[CH:18]=2)[CH2:12][O:11][C@@H:10]([O:37][CH2:38][C:39]([CH3:42])([CH3:41])[CH3:40])[C@@H:9]1[CH3:43])=[O:7])([CH3:4])([CH3:3])[CH3:2]. The catalyst is [Pd].C(O)C. The product is [C:1]([O:5][C:6]([N:8]1[C@@H:13]([C@@H:14]([OH:36])[C@@H:15]([NH:32][C:33](=[O:35])[CH3:34])[CH2:16][C:17]2[CH:18]=[C:19]([OH:24])[CH:20]=[C:21]([F:23])[CH:22]=2)[CH2:12][O:11][C@@H:10]([O:37][CH2:38][C:39]([CH3:42])([CH3:41])[CH3:40])[C@@H:9]1[CH3:43])=[O:7])([CH3:3])([CH3:4])[CH3:2]. The yield is 0.947.